This data is from Peptide-MHC class II binding affinity with 134,281 pairs from IEDB. The task is: Regression. Given a peptide amino acid sequence and an MHC pseudo amino acid sequence, predict their binding affinity value. This is MHC class II binding data. (1) The peptide sequence is IVLNHMTGAQSGKGT. The MHC is HLA-DQA10201-DQB10202 with pseudo-sequence HLA-DQA10201-DQB10202. The binding affinity (normalized) is 0. (2) The peptide sequence is PLSVASMTSPLLTWD. The MHC is DRB1_1602 with pseudo-sequence DRB1_1602. The binding affinity (normalized) is 0.877. (3) The peptide sequence is GELQIVDKIDAADKI. The MHC is DRB1_0802 with pseudo-sequence DRB1_0802. The binding affinity (normalized) is 0.341. (4) The peptide sequence is IYSKYGGTEIKYNGE. The MHC is DRB1_0401 with pseudo-sequence DRB1_0401. The binding affinity (normalized) is 0. (5) The MHC is DRB1_1201 with pseudo-sequence DRB1_1201. The binding affinity (normalized) is 0.552. The peptide sequence is GELQIKDKIDAAFKI. (6) The peptide sequence is RNTLLFLDLIILNFV. The MHC is DRB1_1302 with pseudo-sequence DRB1_1302. The binding affinity (normalized) is 0.0474.